Dataset: Forward reaction prediction with 1.9M reactions from USPTO patents (1976-2016). Task: Predict the product of the given reaction. (1) Given the reactants [NH2:1][C:2]1[CH:7]=[CH:6][N:5]([C@H:8]2[C@:12]([Cl:14])([F:13])[C@H:11]([OH:15])[C@@H:10]([CH2:16][OH:17])[O:9]2)[C:4](=[O:18])[N:3]=1.C([Mg]Cl)(C)(C)C.F[C:26]1[C:50](F)=[C:49](F)[C:48](F)=[C:47](F)[C:27]=1[O:28][P:29]([NH:38][C@@H:39]([CH3:46])[C:40]([O:42][CH:43]([CH3:45])[CH3:44])=[O:41])(OC1C=CC=CC=1)=[O:30], predict the reaction product. The product is: [NH2:1][C:2]1[CH:7]=[CH:6][N:5]([C@@H:8]2[O:9][C@H:10]([CH2:16][O:17][P:29]([NH:38][C@@H:39]([CH3:46])[C:40]([O:42][CH:43]([CH3:45])[CH3:44])=[O:41])([O:28][C:27]3[CH:47]=[CH:48][CH:49]=[CH:50][CH:26]=3)=[O:30])[C@@H:11]([OH:15])[C@@:12]2([Cl:14])[F:13])[C:4](=[O:18])[N:3]=1. (2) Given the reactants [C:1]([O:5][C:6](=[O:28])[NH:7][C:8]1[C:13]([NH2:14])=[CH:12][C:11]([C:15]2[CH:20]=[CH:19][CH:18]=[CH:17][C:16]=2[F:21])=[C:10]([O:22][CH2:23][C:24]([F:27])([F:26])[F:25])[CH:9]=1)([CH3:4])([CH3:3])[CH3:2].C([O:33][C:34](=O)[CH2:35][C:36]([C:38]1[CH:43]=[CH:42][CH:41]=[C:40]([C:44]2[O:48][N:47]=[C:46]([CH3:49])[CH:45]=2)[CH:39]=1)=[O:37])(C)(C)C, predict the reaction product. The product is: [C:1]([O:5][C:6](=[O:28])[NH:7][C:8]1[C:13]([NH:14][C:34](=[O:33])[CH2:35][C:36]([C:38]2[CH:43]=[CH:42][CH:41]=[C:40]([C:44]3[O:48][N:47]=[C:46]([CH3:49])[CH:45]=3)[CH:39]=2)=[O:37])=[CH:12][C:11]([C:15]2[CH:20]=[CH:19][CH:18]=[CH:17][C:16]=2[F:21])=[C:10]([O:22][CH2:23][C:24]([F:25])([F:26])[F:27])[CH:9]=1)([CH3:4])([CH3:2])[CH3:3]. (3) Given the reactants [C:1]([C:3]1[C:4]([N:17]2[CH2:22][CH2:21][CH:20]([C:23](O)=[O:24])[CH2:19][CH2:18]2)=[N:5][C:6]([CH:14]([F:16])[F:15])=[C:7]([C:9]([O:11][CH2:12][CH3:13])=[O:10])[CH:8]=1)#[N:2].[Cl:26][C:27]1[CH:28]=[C:29]([CH2:33][S:34]([NH2:37])(=[O:36])=[O:35])[CH:30]=[CH:31][CH:32]=1, predict the reaction product. The product is: [Cl:26][C:27]1[CH:28]=[C:29]([CH:30]=[CH:31][CH:32]=1)[CH2:33][S:34]([NH:37][C:23]([CH:20]1[CH2:21][CH2:22][N:17]([C:4]2[C:3]([C:1]#[N:2])=[CH:8][C:7]([C:9]([O:11][CH2:12][CH3:13])=[O:10])=[C:6]([CH:14]([F:16])[F:15])[N:5]=2)[CH2:18][CH2:19]1)=[O:24])(=[O:35])=[O:36]. (4) Given the reactants [C:1]1([C:7]2[S:11][C:10]([C:12]([OH:14])=[O:13])=[C:9]([N:15]([C:23]([C@H:25]3[CH2:30][CH2:29][C@H:28]([CH3:31])[CH2:27][CH2:26]3)=[O:24])[CH:16]3[CH2:21][CH2:20][C:19](=O)[CH2:18][CH2:17]3)[CH:8]=2)[CH2:6][CH2:5][CH2:4][CH2:3][CH:2]=1.Cl.[CH2:33]([O:35][NH2:36])[CH3:34].C([O-])(=O)C.[Na+].O, predict the reaction product. The product is: [C:1]1([C:7]2[S:11][C:10]([C:12]([OH:14])=[O:13])=[C:9]([N:15]([CH:16]3[CH2:17][CH2:18][C:19](=[N:36][O:35][CH2:33][CH3:34])[CH2:20][CH2:21]3)[C:23]([C@H:25]3[CH2:26][CH2:27][C@H:28]([CH3:31])[CH2:29][CH2:30]3)=[O:24])[CH:8]=2)[CH2:6][CH2:5][CH2:4][CH2:3][CH:2]=1.